Dataset: Full USPTO retrosynthesis dataset with 1.9M reactions from patents (1976-2016). Task: Predict the reactants needed to synthesize the given product. (1) Given the product [SH:6][C:7]1[CH:8]=[C:9]([C:25]([NH:27][CH3:28])=[O:26])[C:10](=[O:24])[N:11]([C:14]2[CH:19]=[CH:18][CH:17]=[C:16]([C:20]([F:23])([F:22])[F:21])[CH:15]=2)[C:12]=1[CH3:13], predict the reactants needed to synthesize it. The reactants are: COC1C=C(OC)C=CC=1C[S:6][C:7]1[CH:8]=[C:9]([C:25]([NH:27][CH3:28])=[O:26])[C:10](=[O:24])[N:11]([C:14]2[CH:19]=[CH:18][CH:17]=[C:16]([C:20]([F:23])([F:22])[F:21])[CH:15]=2)[C:12]=1[CH3:13].FC(F)(F)C(O)=O. (2) Given the product [CH:12]1([C:2]2[CH:7]=[CH:6][C:5]([N+:8]([O-:10])=[O:9])=[C:4]([F:11])[CH:3]=2)[CH2:14][CH2:13]1, predict the reactants needed to synthesize it. The reactants are: Br[C:2]1[CH:7]=[CH:6][C:5]([N+:8]([O-:10])=[O:9])=[C:4]([F:11])[CH:3]=1.[CH:12]1(B(O)O)[CH2:14][CH2:13]1.P([O-])([O-])([O-])=O.[K+].[K+].[K+]. (3) Given the product [OH:16][C@@H:15]([C:17]1[CH:22]=[CH:21][CH:20]=[CH:19][CH:18]=1)[C:14]([O-:24])=[O:23].[CH2:1]([O:3][C:4]([C@@H:6]1[C@@H:7]2[CH2:13][C@@H:10]([CH2:9][CH2:8]2)[C@@H:11]1[NH3+:12])=[O:5])[CH3:2], predict the reactants needed to synthesize it. The reactants are: [CH2:1]([O:3][C:4]([C@H:6]1[C@@H:11]([NH2:12])[C@H:10]2[CH2:13][C@@H:7]1[CH2:8][CH2:9]2)=[O:5])[CH3:2].[C:14]([O-:24])(=[O:23])[C@H:15]([C:17]1[CH:22]=[CH:21][CH:20]=[CH:19][CH:18]=1)[OH:16].O[C@@H](C1C=CC=CC=1)C(O)=O. (4) Given the product [CH3:1][CH2:2][CH2:3][CH2:4][C:5]([F:27])([F:26])[C@:6]1([OH:25])[O:11][C@@H:10]2[CH2:12][C:13]([C@H:15]([CH2:16][CH2:17][CH2:18][CH2:19][CH2:20][CH2:21][C:22]([OH:24])=[O:23])[C@H:9]2[CH2:8][CH2:7]1)=[O:14], predict the reactants needed to synthesize it. The reactants are: [CH3:1][CH2:2][CH2:3][CH2:4][C:5]([F:27])([F:26])[C@:6]1([OH:25])[O:11][C@@H:10]2[CH2:12][C:13]([C@H:15]([CH2:16][CH2:17][CH2:18][CH2:19][CH2:20][CH2:21][C:22]([OH:24])=[O:23])[C@H:9]2[CH2:8][CH2:7]1)=[O:14].C(N)(C)(C)C.C(O)=O. (5) The reactants are: [NH:1]([C:3]([C@@H:5]1[CH2:9][CH2:8][CH2:7][N:6]1[C:10]([O:12][C:13]([CH3:16])([CH3:15])[CH3:14])=[O:11])=[O:4])[NH2:2].[C:17](N1C=CN=C1)(N1C=CN=C1)=[O:18]. Given the product [O:18]=[C:17]1[O:4][C:3]([C@@H:5]2[CH2:9][CH2:8][CH2:7][N:6]2[C:10]([O:12][C:13]([CH3:16])([CH3:15])[CH3:14])=[O:11])=[N:1][NH:2]1, predict the reactants needed to synthesize it. (6) Given the product [CH3:1][O:2][C:3]1[CH:8]=[CH:7][C:6]([N:9]2[C:18]3[C:13](=[CH:14][C:15]([F:26])=[C:16]([N:19]4[CH2:20][CH2:21][N:22]([CH3:25])[CH2:23][CH2:24]4)[CH:17]=3)[C:12](=[O:27])[N:11]([OH:28])[C:10]2=[O:36])=[CH:5][CH:4]=1, predict the reactants needed to synthesize it. The reactants are: [CH3:1][O:2][C:3]1[CH:8]=[CH:7][C:6]([N:9]2[C:18]3[C:13](=[CH:14][C:15]([F:26])=[C:16]([N:19]4[CH2:24][CH2:23][N:22]([CH3:25])[CH2:21][CH2:20]4)[CH:17]=3)[C:12](=[O:27])[N:11]([O:28]CC3C=CC=CC=3)[C:10]2=[O:36])=[CH:5][CH:4]=1. (7) Given the product [CH3:1][S:2][C:3]1[N:12]=[C:11]2[C:6]([CH:7]=[C:8]([C:17]([OH:19])=[O:18])[C:9]([C:13]([F:16])([F:14])[F:15])=[N:10]2)=[CH:5][CH:4]=1, predict the reactants needed to synthesize it. The reactants are: [CH3:1][S:2][C:3]1[N:12]=[C:11]2[C:6]([CH:7]=[C:8]([C:17]([O:19]CC)=[O:18])[C:9]([C:13]([F:16])([F:15])[F:14])=[N:10]2)=[CH:5][CH:4]=1.O.[OH-].[Na+].Cl. (8) Given the product [CH2:3]([O:7][CH2:9][C:10]([OH:12])=[O:11])[CH2:4][CH:5]=[CH2:6], predict the reactants needed to synthesize it. The reactants are: [H-].[Na+].[CH2:3]([OH:7])[CH2:4][CH:5]=[CH2:6].Br[CH2:9][C:10]([OH:12])=[O:11]. (9) Given the product [F:14][C:13]([F:16])([F:15])[C:11]1[CH:10]=[C:9]([C:17]2[CH:22]=[CH:21][C:20]([C:23]([F:26])([F:25])[F:24])=[CH:19][CH:18]=2)[N:8]=[C:7]([N:5]2[CH:6]=[C:2]([C:31]3[CH:32]=[CH:33][C:28]([NH2:27])=[N:29][CH:30]=3)[N:3]=[CH:4]2)[N:12]=1, predict the reactants needed to synthesize it. The reactants are: Br[C:2]1[N:3]=[CH:4][N:5]([C:7]2[N:12]=[C:11]([C:13]([F:16])([F:15])[F:14])[CH:10]=[C:9]([C:17]3[CH:22]=[CH:21][C:20]([C:23]([F:26])([F:25])[F:24])=[CH:19][CH:18]=3)[N:8]=2)[CH:6]=1.[NH2:27][C:28]1[CH:33]=[CH:32][C:31](B2OC(C)(C)C(C)(C)O2)=[CH:30][N:29]=1.